Dataset: Forward reaction prediction with 1.9M reactions from USPTO patents (1976-2016). Task: Predict the product of the given reaction. (1) Given the reactants C(OC(=O)[NH:7][CH2:8][C:9]#[C:10][C:11]1[CH:12]=[C:13]2[C:18](=[CH:19][CH:20]=1)[N:17]=[CH:16][N:15]=[C:14]2[NH:21][C:22]1[CH:23]=[C:24]2[C:28](=[CH:29][CH:30]=1)[N:27]([CH2:31][C:32]1[CH:37]=[CH:36][CH:35]=[C:34]([F:38])[CH:33]=1)[N:26]=[CH:25]2)(C)(C)C.C(O)(C(F)(F)F)=O, predict the reaction product. The product is: [NH2:7][CH2:8][C:9]#[C:10][C:11]1[CH:12]=[C:13]2[C:18](=[CH:19][CH:20]=1)[N:17]=[CH:16][N:15]=[C:14]2[NH:21][C:22]1[CH:23]=[C:24]2[C:28](=[CH:29][CH:30]=1)[N:27]([CH2:31][C:32]1[CH:37]=[CH:36][CH:35]=[C:34]([F:38])[CH:33]=1)[N:26]=[CH:25]2. (2) Given the reactants [I:1][C:2]1[C:10]2[C:5](=[CH:6][CH:7]=[C:8]([N+:11]([O-:13])=[O:12])[CH:9]=2)[NH:4][N:3]=1.C(N(CC)CC)C.[C:21](O[C:21]([O:23][C:24]([CH3:27])([CH3:26])[CH3:25])=[O:22])([O:23][C:24]([CH3:27])([CH3:26])[CH3:25])=[O:22], predict the reaction product. The product is: [I:1][C:2]1[C:10]2[C:5](=[CH:6][CH:7]=[C:8]([N+:11]([O-:13])=[O:12])[CH:9]=2)[N:4]([C:21]([O:23][C:24]([CH3:27])([CH3:26])[CH3:25])=[O:22])[N:3]=1. (3) Given the reactants [C:1]([O:5][C:6](=[O:19])[NH:7][C:8]1[CH:13]=[CH:12][C:11]([C:14]([F:17])([F:16])[F:15])=[CH:10][C:9]=1[NH2:18])([CH3:4])([CH3:3])[CH3:2].C([O:24][C:25](=O)[CH2:26][C:27]([C:29]1[CH:34]=[CH:33][CH:32]=[C:31]([C:35]2[CH:36]=[N:37][CH:38]=[CH:39][C:40]=2[CH3:41])[CH:30]=1)=[O:28])(C)(C)C, predict the reaction product. The product is: [C:1]([O:5][C:6](=[O:19])[NH:7][C:8]1[CH:13]=[CH:12][C:11]([C:14]([F:17])([F:16])[F:15])=[CH:10][C:9]=1[NH:18][C:25](=[O:24])[CH2:26][C:27]([C:29]1[CH:34]=[CH:33][CH:32]=[C:31]([C:35]2[CH:36]=[N:37][CH:38]=[CH:39][C:40]=2[CH3:41])[CH:30]=1)=[O:28])([CH3:4])([CH3:2])[CH3:3].